From a dataset of Forward reaction prediction with 1.9M reactions from USPTO patents (1976-2016). Predict the product of the given reaction. (1) Given the reactants Br[C:2]1[S:3][C:4]2[C:10]([C:11]3[CH:16]=[CH:15][C:14]([Cl:17])=[CH:13][CH:12]=3)=[C:9]([C@H:18]([O:23][C:24]([CH3:27])([CH3:26])[CH3:25])[C:19]([O:21][CH3:22])=[O:20])[C:8]([CH3:28])=[CH:7][C:5]=2[N:6]=1.[CH3:29][N:30]1[C:38]2[C:33](=[N:34][C:35]([Sn](CCCC)(CCCC)CCCC)=[CH:36][CH:37]=2)[C:32]([C:52]2[CH:53]=[N:54][CH:55]=[CH:56][CH:57]=2)=[N:31]1.[Li+].[Cl-], predict the reaction product. The product is: [C:24]([O:23][C@@H:18]([C:9]1[C:8]([CH3:28])=[CH:7][C:5]2[N:6]=[C:2]([C:35]3[N:34]=[C:33]4[C:32]([C:52]5[CH:53]=[N:54][CH:55]=[CH:56][CH:57]=5)=[N:31][N:30]([CH3:29])[C:38]4=[CH:37][CH:36]=3)[S:3][C:4]=2[C:10]=1[C:11]1[CH:16]=[CH:15][C:14]([Cl:17])=[CH:13][CH:12]=1)[C:19]([O:21][CH3:22])=[O:20])([CH3:27])([CH3:26])[CH3:25]. (2) The product is: [CH2:30]([O:18][C:5]1[C:4]([O:3][CH2:1][CH3:2])=[CH:11][C:8]([CH:9]=[O:10])=[C:7]([N+:12]([O-:14])=[O:13])[C:6]=1[N+:15]([O-:17])=[O:16])[CH3:31]. Given the reactants [CH2:1]([O:3][C:4]1[C:5]([OH:18])=[C:6]([N+:15]([O-:17])=[O:16])[C:7]([N+:12]([O-:14])=[O:13])=[C:8]([CH:11]=1)[CH:9]=[O:10])[CH3:2].CN(C)C=O.C([O-])([O-])=O.[K+].[K+].[CH2:30](Br)[CH3:31], predict the reaction product. (3) Given the reactants [C:1]([C:3]1([C:16](OCC)=[O:17])[CH2:8][CH2:7][N:6]([C:9]([O:11][C:12]([CH3:15])([CH3:14])[CH3:13])=[O:10])[CH2:5][CH2:4]1)#[N:2].[BH4-].[Na+], predict the reaction product. The product is: [C:1]([C:3]1([CH2:16][OH:17])[CH2:8][CH2:7][N:6]([C:9]([O:11][C:12]([CH3:13])([CH3:14])[CH3:15])=[O:10])[CH2:5][CH2:4]1)#[N:2]. (4) Given the reactants [CH:1]([C:3]1[C:4]([NH:15][CH2:16][CH2:17][NH:18][C:19](=[O:21])[CH3:20])=[N:5][C:6]2[C:11]([CH:12]=1)=[CH:10][C:9]([O:13][CH3:14])=[CH:8][CH:7]=2)=[O:2].[BH4-].[Na+], predict the reaction product. The product is: [OH:2][CH2:1][C:3]1[C:4]([NH:15][CH2:16][CH2:17][NH:18][C:19](=[O:21])[CH3:20])=[N:5][C:6]2[C:11]([CH:12]=1)=[CH:10][C:9]([O:13][CH3:14])=[CH:8][CH:7]=2. (5) Given the reactants [CH2:1]([C:5]1[NH:9][N:8]=[C:7]([C:10]([OH:12])=[O:11])[CH:6]=1)[CH2:2][CH2:3][CH3:4].S(=O)(=O)(O)O.[N+:18]([O-])([OH:20])=[O:19], predict the reaction product. The product is: [CH2:1]([C:5]1[NH:9][N:8]=[C:7]([C:10]([OH:12])=[O:11])[C:6]=1[N+:18]([O-:20])=[O:19])[CH2:2][CH2:3][CH3:4]. (6) Given the reactants [F:1][C:2]1[CH:7]=[CH:6][C:5]([NH:8][C:9]2[C:10]3[C:17]([CH3:18])=[C:16]([C:19](O)=[O:20])[S:15][C:11]=3[N:12]=[CH:13][N:14]=2)=[C:4]([O:22][C@@H:23]2[CH2:27][CH2:26][O:25][CH2:24]2)[CH:3]=1.Cl.C(N=C=NCCCN(C)C)C.[CH3:40][S:41]([NH2:44])(=[O:43])=[O:42], predict the reaction product. The product is: [F:1][C:2]1[CH:7]=[CH:6][C:5]([NH:8][C:9]2[C:10]3[C:17]([CH3:18])=[C:16]([C:19]([NH:44][S:41]([CH3:40])(=[O:43])=[O:42])=[O:20])[S:15][C:11]=3[N:12]=[CH:13][N:14]=2)=[C:4]([O:22][C@@H:23]2[CH2:27][CH2:26][O:25][CH2:24]2)[CH:3]=1. (7) Given the reactants [CH3:1][C:2]1[CH:3]=[C:4]([CH:12]=[CH:13][CH:14]=1)[C:5]([NH:7][CH2:8]C(O)=O)=[O:6].[C:15]([O-:18])(=[O:17])[CH3:16].[C:15]([O-:18])(=[O:17])[CH3:16].[C:15]([O-:18])(=[O:17])[CH3:16].[C:15]([O-:18])(=[O:17])[CH3:16].[Pb+4], predict the reaction product. The product is: [C:15]([O:18][CH2:8][NH:7][C:5](=[O:6])[C:4]1[CH:12]=[CH:13][CH:14]=[C:2]([CH3:1])[CH:3]=1)(=[O:17])[CH3:16]. (8) Given the reactants [CH2:1]([O:3][C:4]([N:6]1[CH2:11][CH2:10][C:9]([C:13]2[CH:18]=[CH:17][C:16]([O:19]CC3C=CC=CC=3)=[CH:15][C:14]=2[O:27]CC2C=CC=CC=2)(O)[CH2:8][CH2:7]1)=[O:5])[CH3:2], predict the reaction product. The product is: [CH2:1]([O:3][C:4]([N:6]1[CH2:7][CH2:8][CH:9]([C:13]2[CH:18]=[CH:17][C:16]([OH:19])=[CH:15][C:14]=2[OH:27])[CH2:10][CH2:11]1)=[O:5])[CH3:2]. (9) Given the reactants [Br:1][CH2:2][C:3]1C=C(C(F)(F)F)C=C(Cl)[N:4]=1.[OH:14][CH2:15][C:16]1([C:29]2[CH:34]=[CH:33][C:32](F)=[CH:31][CH:30]=2)[CH2:21][CH2:20][N:19]([C:22]([O:24][C:25]([CH3:28])([CH3:27])[CH3:26])=[O:23])[CH2:18][CH2:17]1.[CH3:36][C:37]([CH3:40])([O-])[CH3:38].[K+], predict the reaction product. The product is: [Br:1][C:2]1[CH:36]=[C:37]([CH2:40][O:14][CH2:15][C:16]2([C:29]3[CH:34]=[CH:33][CH:32]=[CH:31][CH:30]=3)[CH2:21][CH2:20][N:19]([C:22]([O:24][C:25]([CH3:28])([CH3:27])[CH3:26])=[O:23])[CH2:18][CH2:17]2)[CH:38]=[N:4][CH:3]=1. (10) Given the reactants [Cl:1][C:2]1[C:9]([CH3:10])=[C:8]([N:11]2[CH2:15][CH:14]=[CH:13][S:12]2(=[O:17])=[O:16])[CH:7]=[CH:6][C:3]=1[C:4]#[N:5].[CH:18]1[CH2:22][CH:21]=[CH:20][CH:19]=1.[Cl-].C([Al+]CC)C, predict the reaction product. The product is: [Cl:1][C:2]1[C:9]([CH3:10])=[C:8]([N:11]2[CH2:15][C@@H:14]3[C@@H:13]([C@H:22]4[CH2:21][C@@H:20]3[CH:19]=[CH:18]4)[S:12]2(=[O:17])=[O:16])[CH:7]=[CH:6][C:3]=1[C:4]#[N:5].